This data is from Peptide-MHC class I binding affinity with 185,985 pairs from IEDB/IMGT. The task is: Regression. Given a peptide amino acid sequence and an MHC pseudo amino acid sequence, predict their binding affinity value. This is MHC class I binding data. (1) The peptide sequence is SIMKSVGTGK. The MHC is HLA-A03:01 with pseudo-sequence HLA-A03:01. The binding affinity (normalized) is 0.804. (2) The MHC is HLA-A32:01 with pseudo-sequence HLA-A32:01. The peptide sequence is QFLKFSLPFPFLYKFLL. The binding affinity (normalized) is 0.142. (3) The peptide sequence is RPMTFKAAV. The MHC is HLA-A02:01 with pseudo-sequence HLA-A02:01. The binding affinity (normalized) is 0.144. (4) The peptide sequence is KFNILSSPL. The MHC is HLA-A24:02 with pseudo-sequence HLA-A24:02. The binding affinity (normalized) is 0.311. (5) The peptide sequence is RRNIFDLSV. The MHC is H-2-Kb with pseudo-sequence H-2-Kb. The binding affinity (normalized) is 0.0735. (6) The binding affinity (normalized) is 0.0204. The peptide sequence is YTSLDVYGS. The MHC is HLA-A02:02 with pseudo-sequence HLA-A02:02. (7) The peptide sequence is NSRSTSLSV. The MHC is HLA-A30:01 with pseudo-sequence HLA-A30:01. The binding affinity (normalized) is 0.750.